Regression. Given two drug SMILES strings and cell line genomic features, predict the synergy score measuring deviation from expected non-interaction effect. From a dataset of NCI-60 drug combinations with 297,098 pairs across 59 cell lines. (1) Drug 1: C1=CC(=CC=C1CCC2=CNC3=C2C(=O)NC(=N3)N)C(=O)NC(CCC(=O)O)C(=O)O. Drug 2: CC1OCC2C(O1)C(C(C(O2)OC3C4COC(=O)C4C(C5=CC6=C(C=C35)OCO6)C7=CC(=C(C(=C7)OC)O)OC)O)O. Cell line: A498. Synergy scores: CSS=36.8, Synergy_ZIP=-5.55, Synergy_Bliss=-3.50, Synergy_Loewe=4.05, Synergy_HSA=5.29. (2) Drug 1: C(CN)CNCCSP(=O)(O)O. Drug 2: CC1CCCC2(C(O2)CC(NC(=O)CC(C(C(=O)C(C1O)C)(C)C)O)C(=CC3=CSC(=N3)C)C)C. Cell line: SNB-19. Synergy scores: CSS=44.4, Synergy_ZIP=5.28, Synergy_Bliss=3.31, Synergy_Loewe=-30.1, Synergy_HSA=1.12. (3) Drug 1: C1=C(C(=O)NC(=O)N1)N(CCCl)CCCl. Drug 2: C(CCl)NC(=O)N(CCCl)N=O. Cell line: HOP-62. Synergy scores: CSS=45.6, Synergy_ZIP=2.19, Synergy_Bliss=1.47, Synergy_Loewe=-18.4, Synergy_HSA=-2.16. (4) Drug 1: C1=NC2=C(N=C(N=C2N1C3C(C(C(O3)CO)O)O)F)N. Drug 2: C#CCC(CC1=CN=C2C(=N1)C(=NC(=N2)N)N)C3=CC=C(C=C3)C(=O)NC(CCC(=O)O)C(=O)O. Cell line: A498. Synergy scores: CSS=39.4, Synergy_ZIP=-1.40, Synergy_Bliss=-3.93, Synergy_Loewe=-21.8, Synergy_HSA=-3.69. (5) Drug 1: C1=NNC2=C1C(=O)NC=N2. Drug 2: C1CNP(=O)(OC1)N(CCCl)CCCl. Cell line: COLO 205. Synergy scores: CSS=-1.66, Synergy_ZIP=-3.31, Synergy_Bliss=-10.8, Synergy_Loewe=-3.74, Synergy_HSA=-13.2.